This data is from Peptide-MHC class II binding affinity with 134,281 pairs from IEDB. The task is: Regression. Given a peptide amino acid sequence and an MHC pseudo amino acid sequence, predict their binding affinity value. This is MHC class II binding data. (1) The peptide sequence is RRNVATLQAENVTGL. The MHC is DRB1_0301 with pseudo-sequence DRB1_0301. The binding affinity (normalized) is 0. (2) The peptide sequence is QQSSINISGYNFSLG. The MHC is DRB1_0101 with pseudo-sequence DRB1_0101. The binding affinity (normalized) is 0.165. (3) The peptide sequence is HGRQIRMAKLLGRDP. The MHC is DRB1_0405 with pseudo-sequence DRB1_0405. The binding affinity (normalized) is 0.343. (4) The binding affinity (normalized) is 0.241. The peptide sequence is SKAALTSKLDAAYKL. The MHC is DRB3_0202 with pseudo-sequence DRB3_0202. (5) The peptide sequence is TSCSLMHTAVDLVNE. The MHC is DRB1_1201 with pseudo-sequence DRB1_1201. The binding affinity (normalized) is 0.142. (6) The peptide sequence is TGKMAHLRKVILSEI. The MHC is DRB1_0101 with pseudo-sequence DRB1_0101. The binding affinity (normalized) is 0.394. (7) The peptide sequence is WENTVVDLESDGKPQ. The MHC is DRB1_0101 with pseudo-sequence DRB1_0101. The binding affinity (normalized) is 0.0105. (8) The peptide sequence is VGRSPEEILRILDGLQTDEL. The MHC is DRB1_1502 with pseudo-sequence DRB1_1502. The binding affinity (normalized) is 0.169. (9) The peptide sequence is VDDTQFVRFDSDAASQRME. The MHC is DRB1_0401 with pseudo-sequence DRB1_0401. The binding affinity (normalized) is 0.659.